This data is from Full USPTO retrosynthesis dataset with 1.9M reactions from patents (1976-2016). The task is: Predict the reactants needed to synthesize the given product. Given the product [C:3]([C:5]1[C:6](=[O:7])[NH:8][C:19]([CH2:20][CH3:21])=[C:13]([C:14]([O:16][CH2:17][CH3:18])=[O:15])[CH:12]=1)#[N:4], predict the reactants needed to synthesize it. The reactants are: [H-].[Na+].[C:3]([CH2:5][C:6]([NH2:8])=[O:7])#[N:4].CN([CH:12]=[C:13]([C:19](=O)[CH2:20][CH3:21])[C:14]([O:16][CH2:17][CH3:18])=[O:15])C.Cl.